The task is: Predict the reactants needed to synthesize the given product.. This data is from Full USPTO retrosynthesis dataset with 1.9M reactions from patents (1976-2016). (1) Given the product [CH2:17]([NH:16][C:7]1[N:8]=[C:9]([NH:12][CH2:13][CH:14]=[CH2:15])[C:10]2[N:11]=[C:2]([N:35]3[CH2:34][CH2:33][N:32]([CH:31]([C:38]4[CH:43]=[CH:42][C:41]([F:44])=[CH:40][CH:39]=4)[C:28]4[CH:27]=[CH:26][C:25]([F:24])=[CH:30][CH:29]=4)[CH2:37][CH2:36]3)[N:3]=[C:4]([NH:20][CH2:21][CH:22]=[CH2:23])[C:5]=2[N:6]=1)[CH:18]=[CH2:19], predict the reactants needed to synthesize it. The reactants are: Cl[C:2]1[N:3]=[C:4]([NH:20][CH2:21][CH:22]=[CH2:23])[C:5]2[N:6]=[C:7]([NH:16][CH2:17][CH:18]=[CH2:19])[N:8]=[C:9]([NH:12][CH2:13][CH:14]=[CH2:15])[C:10]=2[N:11]=1.[F:24][C:25]1[CH:30]=[CH:29][C:28]([CH:31]([C:38]2[CH:43]=[CH:42][C:41]([F:44])=[CH:40][CH:39]=2)[N:32]2[CH2:37][CH2:36][NH:35][CH2:34][CH2:33]2)=[CH:27][CH:26]=1.C(NC1N=C(NCC=C)C2N=C(N3CCN(CC4C=CC(F)=CC=4)CC3)N=C(NCC=C)C=2N=1)C=C. (2) Given the product [CH2:1]([O:3][C:4](=[O:28])[C:5]1[CH:10]=[CH:9][CH:8]=[C:7]([NH:11][C:12]2[N:17]3[N:18]=[CH:19][C:20]([CH2:21][CH2:22][CH2:23][CH2:24][C:25]#[N:26])=[C:16]3[N:15]=[C:14]([NH:35][C:31]3[CH:32]=[CH:33][CH:34]=[C:29]([NH2:36])[CH:30]=3)[CH:13]=2)[CH:6]=1)[CH3:2], predict the reactants needed to synthesize it. The reactants are: [CH2:1]([O:3][C:4](=[O:28])[C:5]1[CH:10]=[CH:9][CH:8]=[C:7]([NH:11][C:12]2[N:17]3[N:18]=[CH:19][C:20]([CH2:21][CH2:22][CH2:23][CH2:24][C:25]#[N:26])=[C:16]3[N:15]=[C:14](Cl)[CH:13]=2)[CH:6]=1)[CH3:2].[C:29]1([NH2:36])[CH:34]=[CH:33][CH:32]=[C:31]([NH2:35])[CH:30]=1. (3) Given the product [C:26]12([CH2:36][O:37][C:38]3[C:50]([CH:51]4[CH2:53][C:52]4([F:54])[F:55])=[CH:49][C:41]([C:42]([OH:44])=[O:43])=[C:40]([F:56])[CH:39]=3)[CH2:35][CH:30]3[CH2:29][CH:28]([CH2:34][CH:32]([CH2:31]3)[CH2:33]1)[CH2:27]2, predict the reactants needed to synthesize it. The reactants are: [C@@H]12C[C@@H](CC1)C[C@@H]2OC1C(C2CC2)=CC(C(OC(C)(C)C)=O)=C(F)C=1.[C:26]12([CH2:36][O:37][C:38]3[C:50]([CH:51]4[CH2:53][C:52]4([F:55])[F:54])=[CH:49][C:41]([C:42]([O:44]C(C)(C)C)=[O:43])=[C:40]([F:56])[CH:39]=3)[CH2:35][CH:30]3[CH2:31][CH:32]([CH2:34][CH:28]([CH2:29]3)[CH2:27]1)[CH2:33]2. (4) Given the product [CH2:1]([O:8][C:9]([C:11]1[N:12]([S:17]([C:20]2[CH:25]=[CH:24][C:23]([CH3:26])=[CH:22][CH:21]=2)(=[O:19])=[O:18])[CH:13]=[C:14]([C:2]2[CH:7]=[CH:6][C:36]([NH2:34])=[CH:4][CH:3]=2)[CH:15]=1)=[O:10])[C:2]1[CH:7]=[CH:6][CH:5]=[CH:4][CH:3]=1, predict the reactants needed to synthesize it. The reactants are: [CH2:1]([O:8][C:9]([C:11]1[N:12]([S:17]([C:20]2[CH:25]=[CH:24][C:23]([CH3:26])=[CH:22][CH:21]=2)(=[O:19])=[O:18])[CH:13]=[C:14](I)[CH:15]=1)=[O:10])[C:2]1[CH:7]=[CH:6][CH:5]=[CH:4][CH:3]=1.C(=O)([O-])[O-].[Na+].[Na+].C[N:34]([CH:36]=O)C. (5) Given the product [OH:14][CH:11]([C:12]1[O:3][N:1]=[C:4]([C:5]([O:7][CH2:8][CH3:9])=[O:6])[CH:13]=1)[CH3:10], predict the reactants needed to synthesize it. The reactants are: [N+:1]([CH2:4][C:5]([O:7][CH2:8][CH3:9])=[O:6])([O-:3])=O.[CH3:10][CH:11]([OH:14])[C:12]#[CH:13].N12CCN(CC1)CC2. (6) Given the product [CH:18](=[N:5][CH2:4][C:3]1[CH:6]=[C:7]([C:14]([CH3:17])([CH3:16])[CH3:15])[CH:8]=[C:9]([C:10]([CH3:11])([CH3:13])[CH3:12])[C:2]=1[OH:1])[C:19]1[CH:24]=[CH:23][CH:22]=[CH:21][CH:20]=1, predict the reactants needed to synthesize it. The reactants are: [OH:1][C:2]1[C:9]([C:10]([CH3:13])([CH3:12])[CH3:11])=[CH:8][C:7]([C:14]([CH3:17])([CH3:16])[CH3:15])=[CH:6][C:3]=1[CH2:4][NH2:5].[CH:18](=O)[C:19]1[CH:24]=[CH:23][CH:22]=[CH:21][CH:20]=1.